This data is from Forward reaction prediction with 1.9M reactions from USPTO patents (1976-2016). The task is: Predict the product of the given reaction. (1) Given the reactants [NH:1]1[C:9]2[C:4](=[CH:5][CH:6]=[CH:7][CH:8]=2)[C:3]([C:10]([O:12][CH3:13])=[O:11])=[CH:2]1.C1N2CCN(CC2)C1.ClN1C(=O)CCC1=O.[CH2:30]([OH:34])[CH2:31][CH2:32][OH:33].CS(O)(=O)=O, predict the reaction product. The product is: [OH:33][CH2:32][CH2:31][CH2:30][O:34][C:2]1[NH:1][C:9]2[C:4]([C:3]=1[C:10]([O:12][CH3:13])=[O:11])=[CH:5][CH:6]=[CH:7][CH:8]=2. (2) Given the reactants [H-].[H-].[H-].[H-].[Li+].[Al+3].OS(O)(=O)=O.[Br:12][C:13]1[CH:14]=[C:15]2[C:19](=[CH:20][CH:21]=1)[C:18](=O)[NH:17][C:16]2=O, predict the reaction product. The product is: [Br:12][C:13]1[CH:14]=[C:15]2[C:19](=[CH:20][CH:21]=1)[CH2:18][NH:17][CH2:16]2.